This data is from Catalyst prediction with 721,799 reactions and 888 catalyst types from USPTO. The task is: Predict which catalyst facilitates the given reaction. (1) Reactant: [C:1]1([CH:7]([C:19]2[CH:24]=[CH:23][CH:22]=[CH:21][CH:20]=2)[CH2:8][N:9](C2C=CC=CC=2)[C:10](=[O:12])[O-])[CH:6]=[CH:5][CH:4]=[CH:3][CH:2]=1.[C:25]1([CH:31]([C:38]2[CH:43]=[CH:42][CH:41]=[CH:40][CH:39]=2)[N:32]2[CH2:37][CH2:36][NH:35][CH2:34][CH2:33]2)[CH:30]=[CH:29][CH:28]=[CH:27][CH:26]=1.C1CCN2C(=NCCC2)CC1. Product: [C:19]1([CH:7]([C:1]2[CH:2]=[CH:3][CH:4]=[CH:5][CH:6]=2)[CH2:8][NH:9][C:10]([N:35]2[CH2:36][CH2:37][N:32]([CH:31]([C:25]3[CH:30]=[CH:29][CH:28]=[CH:27][CH:26]=3)[C:38]3[CH:43]=[CH:42][CH:41]=[CH:40][CH:39]=3)[CH2:33][CH2:34]2)=[O:12])[CH:20]=[CH:21][CH:22]=[CH:23][CH:24]=1. The catalyst class is: 1. (2) Reactant: C(Cl)(=O)C(Cl)=O.CS(C)=O.[N:11]1[C:20]2[C:15](=[CH:16][C:17]([CH2:21][N:22]3[C:26]4=[N:27][C:28]([N:31]5[CH2:35][CH2:34][CH:33]([OH:36])[CH2:32]5)=[CH:29][N:30]=[C:25]4[N:24]=[N:23]3)=[CH:18][CH:19]=2)[CH:14]=[CH:13][CH:12]=1.C(N(CC)CC)C. Product: [N:11]1[C:20]2[C:15](=[CH:16][C:17]([CH2:21][N:22]3[C:26]4=[N:27][C:28]([N:31]5[CH2:35][CH2:34][C:33](=[O:36])[CH2:32]5)=[CH:29][N:30]=[C:25]4[N:24]=[N:23]3)=[CH:18][CH:19]=2)[CH:14]=[CH:13][CH:12]=1. The catalyst class is: 4. (3) Reactant: [Br:1][C:2]1[O:6][C:5]([CH:7]=[CH:8]C(N=[N+]=[N-])=O)=[CH:4][CH:3]=1.C([N:18]([CH2:23]CCC)CCCC)CCC.C[O:28]C(C)(C)C. Product: [Br:1][C:2]1[O:6][C:5]2[CH:7]=[CH:8][NH:18][C:23](=[O:28])[C:4]=2[CH:3]=1. The catalyst class is: 400. (4) Reactant: [F:1][C:2]([F:26])([F:25])[C:3]1[CH:4]=[C:5]2[C:10](=[CH:11][CH:12]=1)[N:9]=[CH:8][CH:7]=[C:6]2[C:13]1[CH2:18][CH2:17][CH:16]([CH2:19][C:20]([O:22][CH2:23][CH3:24])=[O:21])[CH2:15][CH:14]=1.C([O-])=O.[NH4+]. Product: [F:25][C:2]([F:1])([F:26])[C:3]1[CH:4]=[C:5]2[C:10](=[CH:11][CH:12]=1)[N:9]=[CH:8][CH:7]=[C:6]2[CH:13]1[CH2:14][CH2:15][CH:16]([CH2:19][C:20]([O:22][CH2:23][CH3:24])=[O:21])[CH2:17][CH2:18]1. The catalyst class is: 19. (5) Reactant: [Cl:1][C:2]1[CH:3]=[C:4]([CH:8]2[C:13]([C:14]([OH:16])=O)=[C:12]([CH2:17][O:18][CH3:19])[NH:11][C:10](=[O:20])[NH:9]2)[CH:5]=[CH:6][CH:7]=1.[C:21]1([CH2:27][CH2:28][CH2:29][NH2:30])[CH:26]=[CH:25][CH:24]=[CH:23][CH:22]=1.CCN=C=NCCCN(C)C.Cl. Product: [C:21]1([CH2:27][CH2:28][CH2:29][NH:30][C:14]([C:13]2[CH:8]([C:4]3[CH:5]=[CH:6][CH:7]=[C:2]([Cl:1])[CH:3]=3)[NH:9][C:10](=[O:20])[NH:11][C:12]=2[CH2:17][O:18][CH3:19])=[O:16])[CH:26]=[CH:25][CH:24]=[CH:23][CH:22]=1. The catalyst class is: 4. (6) Reactant: [C:1](Cl)(=[O:6])[C:2]([CH3:5])([CH3:4])[CH3:3].[N:8]1[CH:13]=[CH:12][N:11]=[CH:10][C:9]=1[NH2:14].C(N(CC)CC)C. Product: [CH3:3][C:2]([CH3:5])([CH3:4])[C:1]([NH:14][C:9]1[CH:10]=[N:11][CH:12]=[CH:13][N:8]=1)=[O:6]. The catalyst class is: 2. (7) Reactant: CO.[F:3][C:4]1[CH:9]=[CH:8][C:7]([F:10])=[CH:6][C:5]=1[C@H:11]1[CH2:15][CH2:14][CH2:13][N:12]1[C:16]1[CH:21]=[CH:20][N:19]2[N:22]=[CH:23][C:24]([NH:25][C:26](=[O:30])[N:27]([CH3:29])[CH3:28])=[C:18]2[N:17]=1.[ClH:31]. Product: [ClH:31].[F:3][C:4]1[CH:9]=[CH:8][C:7]([F:10])=[CH:6][C:5]=1[C@H:11]1[CH2:15][CH2:14][CH2:13][N:12]1[C:16]1[CH:21]=[CH:20][N:19]2[N:22]=[CH:23][C:24]([NH:25][C:26](=[O:30])[N:27]([CH3:28])[CH3:29])=[C:18]2[N:17]=1. The catalyst class is: 12.